Dataset: Full USPTO retrosynthesis dataset with 1.9M reactions from patents (1976-2016). Task: Predict the reactants needed to synthesize the given product. (1) Given the product [F:31][C:2]([F:1])([C:25]1[CH:30]=[CH:29][CH:28]=[CH:27][CH:26]=1)[CH2:3][O:4][C:5]1[CH:6]=[CH:7][C:8]([C:11]([F:13])([F:12])[C:14]([C:17]2[CH:22]=[CH:21][C:20]([F:23])=[CH:19][C:18]=2[F:24])([OH:15])[CH2:16][N:32]2[CH:36]=[N:35][N:34]=[N:33]2)=[N:9][CH:10]=1, predict the reactants needed to synthesize it. The reactants are: [F:1][C:2]([F:31])([C:25]1[CH:30]=[CH:29][CH:28]=[CH:27][CH:26]=1)[CH2:3][O:4][C:5]1[CH:6]=[CH:7][C:8]([C:11]([C:14]2([C:17]3[CH:22]=[CH:21][C:20]([F:23])=[CH:19][C:18]=3[F:24])[CH2:16][O:15]2)([F:13])[F:12])=[N:9][CH:10]=1.[NH:32]1[CH:36]=[N:35][N:34]=[N:33]1.C([O-])([O-])=O.[K+].[K+].N#N.[NH4+].[Cl-]. (2) Given the product [F:21][C:22]1[C:23]([O:32][CH3:33])=[CH:24][C:25]([NH:1][C:2]2[CH:7]=[CH:6][C:5]([N:8]3[CH2:13][CH2:12][N:11]([C:14]([O:16][C:17]([CH3:20])([CH3:19])[CH3:18])=[O:15])[CH2:10][CH2:9]3)=[CH:4][CH:3]=2)=[C:26]([N+:28]([O-:30])=[O:29])[CH:27]=1, predict the reactants needed to synthesize it. The reactants are: [NH2:1][C:2]1[CH:7]=[CH:6][C:5]([N:8]2[CH2:13][CH2:12][N:11]([C:14]([O:16][C:17]([CH3:20])([CH3:19])[CH3:18])=[O:15])[CH2:10][CH2:9]2)=[CH:4][CH:3]=1.[F:21][C:22]1[CH:27]=[C:26]([N+:28]([O-:30])=[O:29])[C:25](F)=[CH:24][C:23]=1[O:32][CH3:33].